This data is from Full USPTO retrosynthesis dataset with 1.9M reactions from patents (1976-2016). The task is: Predict the reactants needed to synthesize the given product. Given the product [CH3:1][O:2][C:3](=[O:23])[CH:4]([N:8]([S:9]([C:12]1[CH:13]=[CH:14][C:15]([O:18][CH2:19][C:20]#[C:21][CH3:22])=[CH:16][CH:17]=1)(=[O:11])=[O:10])[CH2:25][CH3:26])[CH:5]([CH3:7])[CH3:6], predict the reactants needed to synthesize it. The reactants are: [CH3:1][O:2][C:3](=[O:23])[CH:4]([NH:8][S:9]([C:12]1[CH:17]=[CH:16][C:15]([O:18][CH2:19][C:20]#[C:21][CH3:22])=[CH:14][CH:13]=1)(=[O:11])=[O:10])[CH:5]([CH3:7])[CH3:6].I[CH2:25][CH3:26].